Dataset: hERG Central: cardiac toxicity at 1µM, 10µM, and general inhibition. Task: Predict hERG channel inhibition at various concentrations. (1) The compound is O=C(Nc1ccc2c(c1)OCCO2)C1CCN(C(=O)c2ccc(Br)cc2)CC1. Results: hERG_inhib (hERG inhibition (general)): blocker. (2) The molecule is Cl.Clc1ccc(CN2C3=NCCCN3c3ccccc32)cc1Cl. Results: hERG_inhib (hERG inhibition (general)): blocker. (3) The drug is CCN1C(=O)/C(=C2/C=Cc3cc(C)ccc3N2CC)N(C)C1=S. Results: hERG_inhib (hERG inhibition (general)): blocker. (4) The molecule is CN(C)CCCN(C(=O)c1cccs1)c1nc(-c2ccccc2)cs1. Results: hERG_inhib (hERG inhibition (general)): blocker. (5) The molecule is O=C(COc1ccc(Cl)cc1Cl)Nc1ccc(CN2CCCCC2)cc1. Results: hERG_inhib (hERG inhibition (general)): blocker. (6) The compound is CCN1CCN(CCCNC(=O)c2cc3c(s2)-c2ccccc2OC3)CC1. Results: hERG_inhib (hERG inhibition (general)): blocker.